From a dataset of Forward reaction prediction with 1.9M reactions from USPTO patents (1976-2016). Predict the product of the given reaction. (1) The product is: [F:11][CH:10]([F:12])[CH2:9][N:4]1[CH:3]=[C:2]([I:1])[N:6]=[C:5]1[CH3:7]. Given the reactants [I:1][C:2]1[NH:6][C:5]([CH3:7])=[N:4][CH:3]=1.Br[CH2:9][CH:10]([F:12])[F:11], predict the reaction product. (2) Given the reactants [F:1][C:2]1[C:3](=[S:9])[NH:4][C:5](=[O:8])[NH:6][CH:7]=1.C[O-].[Na+].[CH2:13](Br)[CH:14]=[CH2:15], predict the reaction product. The product is: [CH2:15]([S:9][C:3]1[C:2]([F:1])=[CH:7][NH:6][C:5](=[O:8])[N:4]=1)[CH:14]=[CH2:13]. (3) Given the reactants [OH:1][CH2:2][CH:3]([C:9]1[C:18]2[C:13](=[CH:14][CH:15]=[C:16]([O:19][CH3:20])[CH:17]=2)[CH:12]=[CH:11][CH:10]=1)[CH2:4][NH:5][C:6](=[O:8])[CH3:7].C(N(CC)CC)C.[CH3:28][S:29](Cl)(=[O:31])=[O:30].O, predict the reaction product. The product is: [CH3:28][S:29]([O:1][CH2:2][CH:3]([C:9]1[C:18]2[C:13](=[CH:14][CH:15]=[C:16]([O:19][CH3:20])[CH:17]=2)[CH:12]=[CH:11][CH:10]=1)[CH2:4][NH:5][C:6](=[O:8])[CH3:7])(=[O:31])=[O:30]. (4) Given the reactants [Br:1][C:2]1[CH:3]=[C:4]([CH3:14])[C:5]([C:8]2[CH2:9][CH2:10][NH:11][CH2:12][CH:13]=2)=[N:6][CH:7]=1.[CH3:15][CH:16]1[C:20](=O)[CH2:19][CH2:18][O:17]1.C(O[BH-](OC(=O)C)OC(=O)C)(=O)C.[Na+].[OH-].[Na+], predict the reaction product. The product is: [Br:1][C:2]1[CH:3]=[C:4]([CH3:14])[C:5]([C:8]2[CH2:9][CH2:10][N:11]([C@H:20]3[CH2:19][CH2:18][O:17][C@H:16]3[CH3:15])[CH2:12][CH:13]=2)=[N:6][CH:7]=1.[Br:1][C:2]1[CH:3]=[C:4]([CH3:14])[C:5]([C:8]2[CH2:9][CH2:10][N:11]([C@@H:20]3[CH2:19][CH2:18][O:17][C@H:16]3[CH3:15])[CH2:12][CH:13]=2)=[N:6][CH:7]=1.